Task: Predict the reaction yield, written as a fraction of the theoretical maximum amount of product (1.0 means a 100% yield; for example, 0.34 means a 34% yield).. Dataset: Reaction yield outcomes from USPTO patents with 853,638 reactions (1) The reactants are [Br:1][C:2]1[CH:3]=[CH:4][C:5]([C:9]([CH3:12])([CH3:11])[CH3:10])=[C:6]([OH:8])[CH:7]=1.[CH2:13](Br)[C:14]1[CH:19]=[CH:18][CH:17]=[CH:16][CH:15]=1.C([O-])([O-])=O.[Cs+].[Cs+]. The catalyst is C(#N)C. The product is [CH2:13]([O:8][C:6]1[CH:7]=[C:2]([Br:1])[CH:3]=[CH:4][C:5]=1[C:9]([CH3:12])([CH3:11])[CH3:10])[C:14]1[CH:19]=[CH:18][CH:17]=[CH:16][CH:15]=1. The yield is 0.920. (2) The reactants are [Br:1][C:2]1[CH:7]=[CH:6][C:5]([CH:8](O)[CH2:9][CH2:10][N:11]2[CH:15]=[CH:14][N:13]=[CH:12]2)=[CH:4][CH:3]=1.[Cl:17][C:18]1[CH:23]=[CH:22][CH:21]=[CH:20][CH:19]=1. No catalyst specified. The product is [Br:1][C:2]1[CH:7]=[CH:6][C:5]([CH:8]([C:21]2[CH:22]=[CH:23][C:18]([Cl:17])=[CH:19][CH:20]=2)[CH2:9][CH2:10][N:11]2[CH:15]=[CH:14][N:13]=[CH:12]2)=[CH:4][CH:3]=1. The yield is 0.670. (3) The reactants are O1CCCC1.[CH2:6]([NH:13][C:14]1[CH:19]=[CH:18][C:17]([CH2:20][C:21](Cl)=[N:22][OH:23])=[CH:16][CH:15]=1)[C:7]1[CH:12]=[CH:11][CH:10]=[CH:9][CH:8]=1.[C:25]([C:27]1[C:28]([NH2:33])=[N:29][CH:30]=[CH:31][CH:32]=1)#[CH:26].C(N(CC)CC)C. The catalyst is O. The product is [CH2:6]([NH:13][C:14]1[CH:19]=[CH:18][C:17]([CH2:20][C:21]2[CH:26]=[C:25]([C:27]3[C:28]([NH2:33])=[N:29][CH:30]=[CH:31][CH:32]=3)[O:23][N:22]=2)=[CH:16][CH:15]=1)[C:7]1[CH:12]=[CH:11][CH:10]=[CH:9][CH:8]=1. The yield is 0.0700. (4) The reactants are BrC[CH2:3][C:4]1[CH:13]=[CH:12][C:11]([Cl:14])=[CH:10][C:5]=1[C:6]([O:8][CH3:9])=[O:7].[Cl:15][C:16]1[CH:21]=[CH:20][CH:19]=[CH:18][C:17]=1[OH:22].C(=O)([O-])[O-].[K+].[K+].O. The catalyst is CN(C)C=O. The product is [Cl:14][C:11]1[CH:12]=[CH:13][C:4]([CH2:3][O:22][C:17]2[CH:18]=[CH:19][CH:20]=[CH:21][C:16]=2[Cl:15])=[C:5]([CH:10]=1)[C:6]([O:8][CH3:9])=[O:7]. The yield is 0.870. (5) The reactants are [O:1]=[C:2]1[C:6]2([CH2:11][CH2:10][N:9]([C:12]([O:14][CH2:15][C:16]3[CH:21]=[CH:20][CH:19]=[CH:18][CH:17]=3)=[O:13])[CH2:8][CH2:7]2)[N:5]([C:22]2[CH:27]=[CH:26][CH:25]=[CH:24][CH:23]=2)[CH2:4][NH:3]1.F[C:29]1[CH:38]=[CH:37][C:32]([C:33]([O:35][CH3:36])=[O:34])=[CH:31][CH:30]=1.C(=O)([O-])[O-].[K+].[K+]. The catalyst is CS(C)=O.C(OCC)(=O)C. The product is [CH3:36][O:35][C:33]([C:32]1[CH:37]=[CH:38][C:29]([N:3]2[C:2](=[O:1])[C:6]3([CH2:7][CH2:8][N:9]([C:12]([O:14][CH2:15][C:16]4[CH:17]=[CH:18][CH:19]=[CH:20][CH:21]=4)=[O:13])[CH2:10][CH2:11]3)[N:5]([C:22]3[CH:27]=[CH:26][CH:25]=[CH:24][CH:23]=3)[CH2:4]2)=[CH:30][CH:31]=1)=[O:34]. The yield is 0.210. (6) The reactants are [Br:1][C:2]1[CH:10]=[CH:9][C:5]([C:6]([OH:8])=O)=[CH:4][C:3]=1[CH3:11].S(Cl)(Cl)=O.[CH3:16][CH:17]([CH3:21])[CH2:18][CH2:19][NH2:20].[OH-].[Na+].BrC1C=CC(C(Cl)=O)=CC=1C. The catalyst is C1(C)C=CC=CC=1.ClCCl. The product is [Br:1][C:2]1[CH:10]=[CH:9][C:5]([C:6]([NH:20][CH2:19][CH2:18][CH:17]([CH3:21])[CH3:16])=[O:8])=[CH:4][C:3]=1[CH3:11]. The yield is 0.840. (7) The reactants are [OH:1][C:2]1[CH:7]=[CH:6][N:5]=[CH:4][CH:3]=1.C(N(CC)CC)C.[C:15](Cl)(=[O:17])[CH3:16]. The catalyst is ClCCl. The product is [OH:1][CH:2]1[CH2:7][CH2:6][N:5]([C:15](=[O:17])[CH3:16])[CH2:4][CH2:3]1. The yield is 0.710. (8) The reactants are [C:1]1([CH:8]=[CH:7][C:5]([OH:6])=[CH:4][CH:3]=1)[OH:2].[OH-].[K+].[Br:11][CH2:12][CH2:13]Br. The catalyst is CO. The product is [Br:11][CH2:12][CH2:13][O:2][C:1]1[CH:8]=[CH:7][C:5]([OH:6])=[CH:4][CH:3]=1. The yield is 0.200. (9) The reactants are [CH3:1][O:2][C:3]1[CH:32]=[CH:31][C:6]2[C:7](=[O:30])/[C:8](=[CH:10]/[C:11]3[C:19]4[C:14](=[CH:15][CH:16]=[CH:17][CH:18]=4)[N:13]([S:20]([C:23]4[CH:29]=[CH:28][C:26]([CH3:27])=[CH:25][CH:24]=4)(=[O:22])=[O:21])[CH:12]=3)/[O:9][C:5]=2[C:4]=1[CH2:33][N:34]1[CH2:39][CH2:38][N:37](C(OC(C)(C)C)=O)[CH2:36][CH2:35]1.Cl. The catalyst is C(Cl)Cl.O1CCOCC1. The product is [CH3:1][O:2][C:3]1[CH:32]=[CH:31][C:6]2[C:7](=[O:30])/[C:8](=[CH:10]/[C:11]3[C:19]4[C:14](=[CH:15][CH:16]=[CH:17][CH:18]=4)[N:13]([S:20]([C:23]4[CH:24]=[CH:25][C:26]([CH3:27])=[CH:28][CH:29]=4)(=[O:22])=[O:21])[CH:12]=3)/[O:9][C:5]=2[C:4]=1[CH2:33][N:34]1[CH2:35][CH2:36][NH:37][CH2:38][CH2:39]1. The yield is 0.350.